This data is from Forward reaction prediction with 1.9M reactions from USPTO patents (1976-2016). The task is: Predict the product of the given reaction. (1) Given the reactants [O:1]=[C:2]1[CH2:7][CH2:6][C@@H:5]([NH:8][C:9](=[O:15])[O:10][C:11]([CH3:14])([CH3:13])[CH3:12])[C@H:4]([C:16]2[CH:21]=[CH:20][C:19]([C:22]([F:25])([F:24])[F:23])=[CH:18][CH:17]=2)[CH2:3]1.CCC(C)[BH-](C(C)CC)C(C)CC.[Li+], predict the reaction product. The product is: [OH:1][C@H:2]1[CH2:7][CH2:6][C@@H:5]([NH:8][C:9](=[O:15])[O:10][C:11]([CH3:14])([CH3:13])[CH3:12])[C@H:4]([C:16]2[CH:17]=[CH:18][C:19]([C:22]([F:23])([F:24])[F:25])=[CH:20][CH:21]=2)[CH2:3]1. (2) Given the reactants [F:1][CH:2]([F:38])[O:3][C:4]1[CH:9]=[CH:8][C:7]([N:10]([CH2:17][C:18]2[CH:36]=[C:21]3[C:22](=[O:35])[N:23](CC4C=CC(OC)=CC=4)[CH2:24][CH2:25][N:20]3[N:19]=2)[C:11](=[O:16])[C:12]([F:15])([F:14])[F:13])=[C:6]([F:37])[CH:5]=1, predict the reaction product. The product is: [F:38][CH:2]([F:1])[O:3][C:4]1[CH:9]=[CH:8][C:7]([N:10]([CH2:17][C:18]2[CH:36]=[C:21]3[C:22](=[O:35])[NH:23][CH2:24][CH2:25][N:20]3[N:19]=2)[C:11](=[O:16])[C:12]([F:13])([F:14])[F:15])=[C:6]([F:37])[CH:5]=1.